Task: Binary Classification. Given a drug SMILES string, predict its activity (active/inactive) in a high-throughput screening assay against a specified biological target.. Dataset: In vitro SARS-CoV-2 activity screen of 1,480 approved drugs from Prestwick library (1) The drug is CC(CCc1ccccc1)NC(C)C(O)c1ccc(O)cc1. The result is 1 (active). (2) The compound is CC(=O)O[C@H]1C[C@@]2(C)[C@@H](C[C@@H](O)[C@H]3[C@@]4(C)CC[C@@H](O)[C@@H](C)[C@@H]4CC[C@@]32C)/C1=C(\CCC=C(C)C)C(=O)[O-].[Na+]. The result is 0 (inactive). (3) The compound is Cc1cccc(CN2CCN(C(c3ccccc3)c3ccc(Cl)cc3)CC2)c1.Cl.Cl. The result is 0 (inactive). (4) The result is 0 (inactive). The molecule is CN(C)C(=O)COC(=O)Cc1ccc(OC(=O)c2ccc(N=C(N)N)cc2)cc1.CS(=O)(=O)O. (5) The molecule is CO[C@]12C[C@@H](COC(=O)c3cncc(Br)c3)CN(C)[C@@H]1Cc1cn(C)c3cccc2c13. The result is 0 (inactive). (6) The result is 0 (inactive). The compound is CCN1C(=O)NC(c2ccccc2)C1=O. (7) The compound is CN=C(NC#N)NCCSCc1nc[nH]c1C. The result is 0 (inactive). (8) The compound is N[C@@H](Cc1cc(I)c(Oc2ccc(O)c(I)c2)c(I)c1)C(=O)O. The result is 0 (inactive). (9) The drug is CCCC1C(=O)N2C(N(C)C)=Nc3ccc(C)cc3N2C1=O. The result is 0 (inactive).